From a dataset of Forward reaction prediction with 1.9M reactions from USPTO patents (1976-2016). Predict the product of the given reaction. (1) The product is: [F:1][C:2]1[CH:11]=[CH:10][C:5]2[O:6][CH2:7][CH2:8][N:9]([C:15]3[CH:22]=[CH:21][C:20]([C:23]([F:24])([F:26])[F:25])=[CH:19][C:16]=3[C:17]#[N:18])[C:4]=2[CH:3]=1. Given the reactants [F:1][C:2]1[CH:11]=[CH:10][C:5]2[O:6][CH2:7][CH2:8][NH:9][C:4]=2[CH:3]=1.[H-].[Na+].F[C:15]1[CH:22]=[CH:21][C:20]([C:23]([F:26])([F:25])[F:24])=[CH:19][C:16]=1[C:17]#[N:18], predict the reaction product. (2) Given the reactants C(OC([N:8](C(OC(C)(C)C)=O)[C:9]1[CH:38]=[CH:37][C:12]([CH2:13][N:14]2[C:18]3[CH:19]=[C:20]([O:24][CH2:25][C:26]4[CH:35]=[CH:34][CH:33]=[CH:32][C:27]=4[C:28]([O:30][CH3:31])=[O:29])[CH:21]=[C:22]([CH3:23])[C:17]=3[N:16]=[C:15]2[CH3:36])=[C:11]([Cl:39])[CH:10]=1)=O)(C)(C)C.Cl.O1CCOCC1, predict the reaction product. The product is: [NH2:8][C:9]1[CH:38]=[CH:37][C:12]([CH2:13][N:14]2[C:18]3[CH:19]=[C:20]([O:24][CH2:25][C:26]4[CH:35]=[CH:34][CH:33]=[CH:32][C:27]=4[C:28]([O:30][CH3:31])=[O:29])[CH:21]=[C:22]([CH3:23])[C:17]=3[N:16]=[C:15]2[CH3:36])=[C:11]([Cl:39])[CH:10]=1. (3) Given the reactants [OH:1][CH:2]1[CH2:20][CH:19]2[N:4]([C:5](=[O:39])[CH:6]([NH:31][C:32]([O:34][C:35]([CH3:38])([CH3:37])[CH3:36])=[O:33])[CH2:7][CH2:8][CH2:9][O:10][CH2:11][CH:12]=[CH:13][CH:14]3[C:16]([C:22]([NH:24][S:25]([CH:28]4[CH2:30][CH2:29]4)(=[O:27])=[O:26])=[O:23])([NH:17][C:18]2=[O:21])[CH2:15]3)[CH2:3]1.[CH3:40][O:41][C:42]1[CH:50]=[CH:49][C:45]([C:46](Cl)=[O:47])=[CH:44][CH:43]=1, predict the reaction product. The product is: [CH3:40][O:41][C:42]1[CH:50]=[CH:49][C:45]([C:46]([O:1][CH:2]2[CH2:20][CH:19]3[N:4]([C:5](=[O:39])[CH:6]([NH:31][C:32]([O:34][C:35]([CH3:36])([CH3:38])[CH3:37])=[O:33])[CH2:7][CH2:8][CH2:9][O:10][CH2:11][CH:12]=[CH:13][CH:14]4[C:16]([C:22]([NH:24][S:25]([CH:28]5[CH2:29][CH2:30]5)(=[O:26])=[O:27])=[O:23])([NH:17][C:18]3=[O:21])[CH2:15]4)[CH2:3]2)=[O:47])=[CH:44][CH:43]=1. (4) The product is: [O-:9][N+:6]1[CH:7]=[CH:8][C:3]([C:1]2[NH:28][CH:26]([CH3:27])[C:25]([C:22]3[CH:23]=[CH:24][C:19]([F:18])=[CH:20][CH:21]=3)([C:30]3[CH:31]=[N:32][C:33]([F:36])=[CH:34][CH:35]=3)[N:2]=2)=[CH:4][CH:5]=1. Given the reactants [C:1]([C:3]1[CH:8]=[CH:7][N+:6]([O-:9])=[CH:5][CH:4]=1)#[N:2].C[O-].[Na+].CS(O)(=O)=O.[F:18][C:19]1[CH:24]=[CH:23][C:22]([C:25]([C:30]2[CH:31]=[N:32][C:33]([F:36])=[CH:34][CH:35]=2)(N)[C@@H:26]([NH2:28])[CH3:27])=[CH:21][CH:20]=1, predict the reaction product. (5) Given the reactants [C:1]([O:5][C:6]([N:8]1[CH2:13][C@@H:12]([NH:14]S(C2C=CC=CC=2[N+]([O-])=O)(=O)=O)[CH2:11][C@@H:10]([C:27](=[O:50])[N:28]([CH:47]2[CH2:49][CH2:48]2)[C:29]2[CH:30]=[CH:31][C:32]3[O:37][C:36]([CH3:39])([CH3:38])[C:35](=[O:40])[N:34]([CH2:41][CH2:42][CH2:43][O:44][CH3:45])[C:33]=3[CH:46]=2)[CH2:9]1)=[O:7])([CH3:4])([CH3:3])[CH3:2].IC.[C:53]([O-])([O-])=O.[K+].[K+].C(O)(=O)CS.[Li+].[OH-], predict the reaction product. The product is: [C:1]([O:5][C:6]([N:8]1[CH2:13][C@@H:12]([NH:14][CH3:53])[CH2:11][C@@H:10]([C:27](=[O:50])[N:28]([CH:47]2[CH2:49][CH2:48]2)[C:29]2[CH:30]=[CH:31][C:32]3[O:37][C:36]([CH3:38])([CH3:39])[C:35](=[O:40])[N:34]([CH2:41][CH2:42][CH2:43][O:44][CH3:45])[C:33]=3[CH:46]=2)[CH2:9]1)=[O:7])([CH3:3])([CH3:2])[CH3:4]. (6) Given the reactants [Br:1][C:2]1[CH:3]=[C:4]2[C:9](=[CH:10][CH:11]=1)[N:8]=[CH:7][C:6]([C:12]([CH:14]1[CH2:16][CH2:15]1)=[O:13])=[C:5]2Cl.[NH2:18][C@H:19]1[CH2:24][CH2:23][C@H:22]([NH:25][C:26](=[O:32])[O:27][C:28]([CH3:31])([CH3:30])[CH3:29])[CH2:21][CH2:20]1, predict the reaction product. The product is: [Br:1][C:2]1[CH:3]=[C:4]2[C:9](=[CH:10][CH:11]=1)[N:8]=[CH:7][C:6]([C:12]([CH:14]1[CH2:16][CH2:15]1)=[O:13])=[C:5]2[NH:18][C@H:19]1[CH2:24][CH2:23][C@H:22]([NH:25][C:26](=[O:32])[O:27][C:28]([CH3:30])([CH3:29])[CH3:31])[CH2:21][CH2:20]1. (7) Given the reactants [CH:1]1([C:4]2[N:8]=[C:7]([C:9]3[C:10]4[CH2:20][CH2:19][CH2:18][CH2:17][C:11]=4[S:12][C:13]=3[N:14]=[C:15]=[O:16])[O:6][N:5]=2)[CH2:3][CH2:2]1.[OH:21][C@@H:22]1[CH2:26][NH:25][C@@H:24]([C:27]([OH:29])=[O:28])[CH2:23]1, predict the reaction product. The product is: [CH:1]1([C:4]2[N:8]=[C:7]([C:9]3[C:10]4[CH2:20][CH2:19][CH2:18][CH2:17][C:11]=4[S:12][C:13]=3[NH:14][C:15]([N:25]3[CH2:26][C@@H:22]([OH:21])[CH2:23][C@@H:24]3[C:27]([OH:29])=[O:28])=[O:16])[O:6][N:5]=2)[CH2:2][CH2:3]1. (8) Given the reactants [Cl:1][C:2]1[CH:3]=[CH:4][C:5]2[N:6]([C:8]([CH3:37])=[C:9]([N:11]([CH2:25][C:26]3[CH:31]=[CH:30][C:29]([O:32][C:33]([F:36])([F:35])[F:34])=[CH:28][CH:27]=3)[S:12]([C:15]3[CH:24]=[CH:23][C:18]([C:19]([O:21]C)=[O:20])=[CH:17][CH:16]=3)(=[O:14])=[O:13])[N:10]=2)[CH:7]=1.[OH-].[Na+:39], predict the reaction product. The product is: [Cl:1][C:2]1[CH:3]=[CH:4][C:5]2[N:6]([C:8]([CH3:37])=[C:9]([N:11]([CH2:25][C:26]3[CH:31]=[CH:30][C:29]([O:32][C:33]([F:34])([F:35])[F:36])=[CH:28][CH:27]=3)[S:12]([C:15]3[CH:16]=[CH:17][C:18]([C:19]([O-:21])=[O:20])=[CH:23][CH:24]=3)(=[O:14])=[O:13])[N:10]=2)[CH:7]=1.[Na+:39].